This data is from Full USPTO retrosynthesis dataset with 1.9M reactions from patents (1976-2016). The task is: Predict the reactants needed to synthesize the given product. Given the product [OH:27][C@H:22]1[CH2:23][CH2:24][CH2:25][CH2:26][C@@H:21]1[NH:20][C:19]([C:9]1[C:7]2=[N:8][CH:3]=[CH:4][CH:5]=[C:6]2[N:11]([CH2:12][C:31]2[CH:32]=[CH:33][C:34]([O:37][C:38]([F:39])([F:40])[F:41])=[CH:35][CH:36]=2)[CH:10]=1)=[O:28], predict the reactants needed to synthesize it. The reactants are: C([C:3]1[N:8]=[C:7]2[C:9]([C:19](=[O:28])[NH:20][C@H:21]3[CH2:26][CH2:25][CH2:24][CH2:23][C@@H:22]3[OH:27])=[CH:10][N:11]([C:12](OC(C)(C)C)=O)[C:6]2=[CH:5][CH:4]=1)#N.BrC[C:31]1[CH:36]=[CH:35][C:34]([O:37][C:38]([F:41])([F:40])[F:39])=[CH:33][CH:32]=1.C(=O)([O-])[O-].[Cs+].[Cs+].